The task is: Predict the reactants needed to synthesize the given product.. This data is from Full USPTO retrosynthesis dataset with 1.9M reactions from patents (1976-2016). (1) Given the product [F:23][C:24]([F:31])([F:30])[S:25]([O-:28])(=[O:27])=[O:26].[C:16]([C:14]1[C:13]([C:18]#[N:19])=[CH:12][C:11]2[N:7]([C:1]3[CH:2]=[CH:3][CH:4]=[CH:5][CH:6]=3)[CH:8]=[N+:9]([CH3:20])[C:10]=2[CH:15]=1)#[N:17], predict the reactants needed to synthesize it. The reactants are: [C:1]1([N:7]2[C:11]3[CH:12]=[C:13]([C:18]#[N:19])[C:14]([C:16]#[N:17])=[CH:15][C:10]=3[N:9]=[CH:8]2)[CH:6]=[CH:5][CH:4]=[CH:3][CH:2]=1.[CH2:20](Cl)Cl.[F:23][C:24]([F:31])([F:30])[S:25]([O:28]C)(=[O:27])=[O:26]. (2) Given the product [CH2:1]([O:3][C:4]([C:6]1[C:15](=[S:39])[C:14]2[C:9](=[C:10]([Cl:17])[CH:11]=[CH:12][CH:13]=2)[N:8]([CH2:18][C:19]2[CH:24]=[CH:23][C:22]([N:25]3[CH:29]=[CH:28][CH:27]=[N:26]3)=[CH:21][CH:20]=2)[N:7]=1)=[O:5])[CH3:2], predict the reactants needed to synthesize it. The reactants are: [CH2:1]([O:3][C:4]([C:6]1[C:15](=O)[C:14]2[C:9](=[C:10]([Cl:17])[CH:11]=[CH:12][CH:13]=2)[N:8]([CH2:18][C:19]2[CH:24]=[CH:23][C:22]([N:25]3[CH:29]=[CH:28][CH:27]=[N:26]3)=[CH:21][CH:20]=2)[N:7]=1)=[O:5])[CH3:2].COC1C=CC(P2(SP(C3C=CC(OC)=CC=3)(=S)S2)=[S:39])=CC=1. (3) Given the product [NH:1]1[C:5]2[CH:6]=[CH:7][C:8]([CH:10]=[O:11])=[CH:9][C:4]=2[N:3]=[CH:2]1, predict the reactants needed to synthesize it. The reactants are: [NH:1]1[C:5]2[CH:6]=[CH:7][C:8]([CH2:10][OH:11])=[CH:9][C:4]=2[N:3]=[CH:2]1. (4) Given the product [N:5]([C:6]1[CH:7]=[CH:8][C:9]([C:12]2[CH2:17][S:16][C:15]3=[N:18][N:19]=[C:20]([C:21]4[CH:26]=[CH:25][C:24]([O:27][CH3:28])=[C:23]([O:29][CH3:30])[CH:22]=4)[N:14]3[N:13]=2)=[CH:10][CH:11]=1)=[N+:31]=[N-:32], predict the reactants needed to synthesize it. The reactants are: N([O-])=O.[Na+].[NH2:5][C:6]1[CH:11]=[CH:10][C:9]([C:12]2[CH2:17][S:16][C:15]3=[N:18][N:19]=[C:20]([C:21]4[CH:26]=[CH:25][C:24]([O:27][CH3:28])=[C:23]([O:29][CH3:30])[CH:22]=4)[N:14]3[N:13]=2)=[CH:8][CH:7]=1.[N-:31]=[N+:32]=[N-].[Na+]. (5) Given the product [C:1]([N:4]1[CH2:5][CH2:6][CH:7]([C:10]([N:12]2[CH2:17][CH2:16][C@@H:15]([N:18]([CH3:19])[C:40]([C:30]3[N:31]=[C:32]([C:34]4[CH:35]=[CH:36][CH:37]=[CH:38][CH:39]=4)[S:33][C:29]=3[CH3:28])=[O:42])[C@H:14]([C:20]3[CH:25]=[CH:24][C:23]([Cl:26])=[C:22]([Cl:27])[CH:21]=3)[CH2:13]2)=[O:11])[CH2:8][CH2:9]1)(=[O:3])[CH3:2], predict the reactants needed to synthesize it. The reactants are: [C:1]([N:4]1[CH2:9][CH2:8][CH:7]([C:10]([N:12]2[CH2:17][CH2:16][C@@H:15]([NH:18][CH3:19])[C@H:14]([C:20]3[CH:25]=[CH:24][C:23]([Cl:26])=[C:22]([Cl:27])[CH:21]=3)[CH2:13]2)=[O:11])[CH2:6][CH2:5]1)(=[O:3])[CH3:2].[CH3:28][C:29]1[S:33][C:32]([C:34]2[CH:39]=[CH:38][CH:37]=[CH:36][CH:35]=2)=[N:31][C:30]=1[C:40]([OH:42])=O. (6) Given the product [Cl:1][C:2]1[CH:7]=[CH:6][CH:5]=[CH:4][C:3]=1[S:8][CH:11]1[CH2:15][CH2:14][CH2:13][CH2:12]1, predict the reactants needed to synthesize it. The reactants are: [Cl:1][C:2]1[CH:7]=[CH:6][CH:5]=[CH:4][C:3]=1[SH:8].[H-].[Na+].[CH:11]1(Br)[CH2:15][CH2:14][CH2:13][CH2:12]1. (7) The reactants are: [CH:1]([C:4]1[C:13]2[C:8](=[CH:9][C:10]([OH:14])=[CH:11][CH:12]=2)[CH:7]=[C:6]([NH:15][C:16]2[CH:20]=[C:19]([CH3:21])[NH:18][N:17]=2)[N:5]=1)([CH3:3])[CH3:2].[CH3:22][O:23][CH2:24][CH2:25]Br. Given the product [CH:1]([C:4]1[C:13]2[C:8](=[CH:9][C:10]([O:14][CH2:25][CH2:24][O:23][CH3:22])=[CH:11][CH:12]=2)[CH:7]=[C:6]([NH:15][C:16]2[CH:20]=[C:19]([CH3:21])[NH:18][N:17]=2)[N:5]=1)([CH3:3])[CH3:2], predict the reactants needed to synthesize it.